This data is from Forward reaction prediction with 1.9M reactions from USPTO patents (1976-2016). The task is: Predict the product of the given reaction. (1) Given the reactants [C:1]([NH:22][CH2:23][CH2:24][O:25][P:26](=[O:28])=[O:27])(=[O:21])[CH2:2][CH2:3][CH2:4]/[CH:5]=[CH:6]\[CH2:7][CH:8]=[CH:9][CH2:10][CH:11]=[CH:12][CH2:13][CH:14]=[CH:15][CH2:16][CH2:17][CH2:18]CC.C(O)(=O)CCCCCCC/C=C\CC=CCC=CCC, predict the reaction product. The product is: [C:1]([NH:22][CH2:23][CH2:24][O:25][P:26](=[O:28])=[O:27])(=[O:21])[CH2:2][CH2:3][CH2:4][CH2:5][CH2:6][CH2:7][CH2:8]/[CH:9]=[CH:10]\[CH2:11][CH:12]=[CH:13][CH2:14][CH:15]=[CH:16][CH2:17][CH3:18]. (2) The product is: [CH3:22][C:19]([CH3:23])([CH2:20][CH3:21])[CH:18]([C:5]1[CH:4]=[C:3]([C:2]([O:40][CH3:38])=[O:76])[CH:8]=[CH:7][C:6]=1[C:9]1[CH:14]=[C:13]([O:15][CH3:16])[CH:12]=[CH:11][C:10]=1[F:17])[O:24][CH3:25]. Given the reactants Br[CH2:2][C:3]1[CH:8]=[CH:7][C:6]([C:9]2[CH:14]=[C:13]([O:15][CH3:16])[CH:12]=[CH:11][C:10]=2[F:17])=[C:5]([C@@H:18]([O:24][CH3:25])[C:19]([CH3:23])([CH3:22])[CH2:20][CH3:21])[CH:4]=1.BrCC1C=CC(C2C=[C:38]([O:40]C)C=CC=2F)=C([C@H](OC)C(C)(C)CC)C=1.C1(P(C2C=CC=CC=2)C2C=CC=CC=2)C=CC=CC=1.BrN1C(=[O:76])CCC1=O, predict the reaction product.